The task is: Binary Classification. Given a miRNA mature sequence and a target amino acid sequence, predict their likelihood of interaction.. This data is from Experimentally validated miRNA-target interactions with 360,000+ pairs, plus equal number of negative samples. (1) The miRNA is mmu-miR-1306-3p with sequence ACGUUGGCUCUGGUGGUGAUG. The protein sequence of the target gene is MGWLCSGLLFPVSCLVLLQVASSGNMKVLQEPTCVSDYMSISTCEWKMNGPTNCSTELRLLYQLVFLLSEAHTCIPENNGGAGCVCHLLMDDVVSADNYTLDLWAGQQLLWKGSFKPSEHVKPRAPGNLTVHTNVSDTLLLTWSNPYPPDNYLYNHLTYAVNIWSENDPADFRIYNVTYLEPSLRIAASTLKSGISYRARVRAWAQCYNTTWSEWSPSTKWHNSYREPFEQHLLLGVSVSCIVILAVCLLCYVSITKIKKEWWDQIPNPARSRLVAIIIQDAQGSQWEKRSRGQEPAKCP.... Result: 0 (no interaction). (2) The miRNA is hsa-miR-3978 with sequence GUGGAAAGCAUGCAUCCAGGGUGU. The protein sequence of the target gene is MLQFLLGFTLGNVVGMYLAQNYDIPNLAKKLEEIKKDLDAKKKPPSA. Result: 1 (interaction).